Dataset: Peptide-MHC class I binding affinity with 185,985 pairs from IEDB/IMGT. Task: Regression. Given a peptide amino acid sequence and an MHC pseudo amino acid sequence, predict their binding affinity value. This is MHC class I binding data. The peptide sequence is TVAPPAPVY. The MHC is HLA-B07:02 with pseudo-sequence HLA-B07:02. The binding affinity (normalized) is 0.